Predict the product of the given reaction. From a dataset of Forward reaction prediction with 1.9M reactions from USPTO patents (1976-2016). Given the reactants [N+:1]([C:4]1[CH:9]=[CH:8][C:7]([C:10]2[NH:19][C:13]3[CH:14]=[N:15][C:16]([NH2:18])=[CH:17][C:12]=3[N:11]=2)=[CH:6][CH:5]=1)([O-:3])=[O:2].[CH:20]1([C:26](Cl)=[O:27])[CH2:25][CH2:24][CH2:23][CH2:22][CH2:21]1, predict the reaction product. The product is: [N+:1]([C:4]1[CH:9]=[CH:8][C:7]([C:10]2[NH:19][C:13]3[CH:14]=[N:15][C:16]([NH:18][C:26]([CH:20]4[CH2:25][CH2:24][CH2:23][CH2:22][CH2:21]4)=[O:27])=[CH:17][C:12]=3[N:11]=2)=[CH:6][CH:5]=1)([O-:3])=[O:2].